From a dataset of Drug-target binding data from BindingDB using IC50 measurements. Regression. Given a target protein amino acid sequence and a drug SMILES string, predict the binding affinity score between them. We predict pIC50 (pIC50 = -log10(IC50 in M); higher means more potent). Dataset: bindingdb_ic50. (1) The pIC50 is 6.7. The small molecule is C[C@]12CCC3C(CC(=O)[C@H]4C/C(=N/OCCN)CC[C@]34C)[C@@H]1CCC2=O. The target protein (P54707) has sequence MHQKTPEIYSVELSGTKDIVKTDKGDGKEKYRGLKNNCLELKKKNHKEEFQKELHLDDHKLSNRELEEKYGTDIIMGLSSTRAAELLARDGPNSLTPPKQTPEIVKFLKQMVGGFSILLWVGAFLCWIAYGIQYSSDKSASLNNVYLGCVLGLVVILTGIFAYYQEAKSTNIMSSFNKMIPQQALVIRDSEKKTIPSEQLVVGDIVEVKGGDQIPADIRVLSSQGCRVDNSSLTGESEPQPRSSEFTHENPLETKNICFYSTTCLEGTVTGMVINTGDRTIIGHIASLASGVGNEKTPIAIEIEHFVHIVAGVAVSIGILFFIIAVSLKYQVLDSIIFLIGIIVANVPEGLLATVTVTLSLTAKRMAKKNCLVKNLEAVETLGSTSIICSDKTGTLTQNRMTVAHLWFDNQIFVADTSEDHSNQVFDQSSRTWASLSKIITLCNRAEFKPGQENVPIMKKAVIGDASETALLKFSEVILGDVMEIRKRNRKVAEIPFNST.... (2) The drug is COc1ccc(/C=C/c2cc(C(C)C)c(O)c(C(C)C)c2)cc1. The target protein (P09917) has sequence MPSYTVTVATGSQWFAGTDDYIYLSLVGSAGCSEKHLLDKPFYNDFERGAVDSYDVTVDEELGEIQLVRIEKRKYWLNDDWYLKYITLKTPHGDYIEFPCYRWITGDVEVVLRDGRAKLARDDQIHILKQHRRKELETRQKQYRWMEWNPGFPLSIDAKCHKDLPRDIQFDSEKGVDFVLNYSKAMENLFINRFMHMFQSSWNDFADFEKIFVKISNTISERVMNHWQEDLMFGYQFLNGCNPVLIRRCTELPEKLPVTTEMVECSLERQLSLEQEVQQGNIFIVDFELLDGIDANKTDPCTLQFLAAPICLLYKNLANKIVPIAIQLNQIPGDENPIFLPSDAKYDWLLAKIWVRSSDFHVHQTITHLLRTHLVSEVFGIAMYRQLPAVHPIFKLLVAHVRFTIAINTKAREQLICECGLFDKANATGGGGHVQMVQRAMKDLTYASLCFPEAIKARGMESKEDIPYYFYRDDGLLVWEAIRTFTAEVVDIYYEGDQVV.... The pIC50 is 6.0. (3) The drug is CO/N=C(\C(=O)NCP(=O)(O)O)c1cccs1. The target protein (P0A3M1) has sequence MRYIRLCIISLLATLPLAVHASPQPLEQIKLSESQLSGRVGMIEMDLASGRTLTAWRADERFPMMSTFKVVLCGAVLARVDAGDEQLERKIHYRQQDLVDYSPVSEKHLADGMTVGELCAAAITMSDNSAANLLLATVGGPAGLTAFLRQIGDNVTRLDRWETELNEALPGDARDTTTPASMAATLRKLLTSQRLSARSQRQLLQWMVDDRVAGPLIRSVLPAGWFIADKTGASKRGARGIVALLGPNNKAERIVVIYLRDTPASMAERNQQIAGIGAALIEHWQR. The pIC50 is 4.3. (4) The small molecule is O=C(NCCCc1ccccc1)Nc1ccc2[nH]ncc2c1. The target protein sequence is MSTGDSFETRFEKMDNLLRDPKSEVNSDCLLDGLDALVYDLDFPALRKNKNIDNFLSRYKDTINKIRDLRMKAEDYEVVKVIGRGAFGEVQLVRHKSTRKVYAMKLLSKFEMIKRSDSAFFWEERDIMAFANSPWVVQLFYAFQDDRYLYMVMEYMPGGDLVNLMSNYDVPEKWARFYTAEVVLALDAIHSMGFIHRDVKPDNMLLDKSGHLKLADFGTCMKMNKEGMVRCDTAVGTPDYISPEVLKSQGGDGYYGRECDWWSVGVFLYEMLVGDTPFYADSLVGTYSKIMNHKNSLTFPDDNDISKEAKNLICAFLTDREVRLGRNGVEEIKRHLFFKNDQWAWETLRDTVAPVVPDLSSDIDTSNFDDLEEDKGEEETFPIPKAFVGNQLPFVGFTYYSNRRYLSSANPNDNRTSSNADKSLQESLQKTIYKLEEQLHNEMQLKDEMEQKCRTSNIKLDKIMKELDEEGNQRRNLESTVSQIEKEKMLLQHRINEYQR.... The pIC50 is 5.6. (5) The target protein sequence is MKLTIHEIAQVVGAKNDISIFEDTQLEKAEFDSRLIGTGDLFVPLKGARDGHDFIETAFENGAAVTLSEKEVSNHPYILVDDVLTAFQSLASYYLEKTTVDVFAVTGSNGKTTTKDMLAHLLSTRYKTYKTQGNYNNEIGLPYTVLHMPEGTEKLVLEMGQDHLGDIHLLSELARPKTAIVTLVGEAHLAFFKDRSEIAKGKMQIADGMASGSLLLAPADPIVEDYLPTDKKVVRFGQGAELEITDLVERKDSLTFKANFLEQALDLPVTGKYNATNAMIASYVALQEGVSEEQIRLAFQDLELTRNRTEWKKAANGADILSDVYNANPTAMKLILETFSAIPANEGGKKIAVLADMKELGDQSVQLHNQMILSLSPDVLDTVIFYGQDIAQLAQLASQMFPIGHVYYFKKTEDQDQFEDLVKQVKESLGAHDQILLKGSNSMNLAKLVESLENEDK. The small molecule is CCN(CC)S(=O)(=O)c1cc(C(=O)Nc2sc3c(c2C#N)CCC(c2ccc(O)cc2)C3)c(Cl)cc1Cl. The pIC50 is 7.2.